Predict the product of the given reaction. From a dataset of Forward reaction prediction with 1.9M reactions from USPTO patents (1976-2016). (1) The product is: [ClH:9].[NH2:7][C:2]1[CH:3]=[CH:4][CH:5]=[CH:6][C:1]=1[NH:8][C:28]([C:26]1[O:27][C:23]([CH2:22][C:12]2[C:13]3[O:17][C:16]([CH:18]([CH3:19])[CH3:20])=[CH:15][C:14]=3[CH:21]=[C:10]([Cl:9])[CH:11]=2)=[CH:24][CH:25]=1)=[O:29]. Given the reactants [C:1]1([NH2:8])[CH:6]=[CH:5][CH:4]=[CH:3][C:2]=1[NH2:7].[Cl:9][C:10]1[CH:11]=[C:12]([CH2:22][C:23]2[O:27][C:26]([C:28](O)=[O:29])=[CH:25][CH:24]=2)[C:13]2[O:17][C:16]([CH:18]([CH3:20])[CH3:19])=[CH:15][C:14]=2[CH:21]=1.OC1C2N=NNC=2C=CC=1.CCN=C=NCCCN(C)C, predict the reaction product. (2) Given the reactants [NH2:1][C@H:2]([CH2:11][C:12]1[CH:17]=[CH:16][C:15]([C:18]2[CH:23]=[CH:22][CH:21]=[CH:20][CH:19]=2)=[CH:14][CH:13]=1)[CH2:3][C@:4]([CH2:9][OH:10])([CH3:8])[C:5]([OH:7])=[O:6].[CH3:24][CH2:25]O.Cl, predict the reaction product. The product is: [CH2:24]([O:6][C:5](=[O:7])[C@@:4]([CH2:9][OH:10])([CH3:8])[CH2:3][C@H:2]([NH2:1])[CH2:11][C:12]1[CH:13]=[CH:14][C:15]([C:18]2[CH:23]=[CH:22][CH:21]=[CH:20][CH:19]=2)=[CH:16][CH:17]=1)[CH3:25]. (3) Given the reactants Cl.C[O:3][C:4](=[O:8])[CH:5]([CH3:7])[NH2:6].[C:9](Cl)(=[O:19])[CH2:10][CH2:11][CH2:12][CH2:13][CH2:14][CH2:15][CH2:16][CH2:17][CH3:18], predict the reaction product. The product is: [C:9]([NH:6][CH:5]([CH3:7])[C:4]([OH:3])=[O:8])(=[O:19])[CH2:10][CH2:11][CH2:12][CH2:13][CH2:14][CH2:15][CH2:16][CH2:17][CH3:18]. (4) Given the reactants [Cr](Cl)([O-])(=O)=O.[NH+]1C=CC=CC=1.[O:12]1[C:16]2[CH:17]=[CH:18][C:19]([C:21]([CH3:25])([CH3:24])[CH2:22][OH:23])=[CH:20][C:15]=2[O:14][CH2:13]1, predict the reaction product. The product is: [O:12]1[C:16]2[CH:17]=[CH:18][C:19]([C:21]([CH3:25])([CH3:24])[CH:22]=[O:23])=[CH:20][C:15]=2[O:14][CH2:13]1. (5) Given the reactants [CH3:1][C:2]1[N:7]([C:8]2[CH:13]=[CH:12][CH:11]=[C:10]([C:14]([F:17])([F:16])[F:15])[CH:9]=2)[C:6](=[O:18])[C:5](=O)[NH:4][CH:3]=1.P(Br)(Br)([Br:22])=O.C([O-])(O)=O.[Na+], predict the reaction product. The product is: [Br:22][C:5]1[C:6](=[O:18])[N:7]([C:8]2[CH:13]=[CH:12][CH:11]=[C:10]([C:14]([F:17])([F:16])[F:15])[CH:9]=2)[C:2]([CH3:1])=[CH:3][N:4]=1. (6) Given the reactants [CH2:1]([C@H:4]1[CH2:9][C@H:8]([C:10]2[CH:15]=[CH:14][CH:13]=[C:12]([Cl:16])[CH:11]=2)[C@@H:7]([C:17]2[CH:22]=[CH:21][C:20]([Cl:23])=[CH:19][CH:18]=2)[N:6]([C@@H:24]([CH2:32][CH3:33])[C:25]([O:27]C(C)(C)C)=[O:26])[C:5]1=[O:34])[CH:2]=[CH2:3].FC(F)(F)C(O)=O, predict the reaction product. The product is: [CH2:1]([C@H:4]1[CH2:9][C@H:8]([C:10]2[CH:15]=[CH:14][CH:13]=[C:12]([Cl:16])[CH:11]=2)[C@@H:7]([C:17]2[CH:18]=[CH:19][C:20]([Cl:23])=[CH:21][CH:22]=2)[N:6]([C@H:24]([CH2:32][CH3:33])[C:25]([OH:27])=[O:26])[C:5]1=[O:34])[CH:2]=[CH2:3].